This data is from Forward reaction prediction with 1.9M reactions from USPTO patents (1976-2016). The task is: Predict the product of the given reaction. (1) Given the reactants [CH3:1][O:2][C:3]1[CH:9]=[CH:8][C:6]([NH2:7])=[CH:5][CH:4]=1.[N+:10]([C:13]1[CH:21]=[CH:20][C:19]([CH3:22])=[CH:18][C:14]=1[C:15](O)=[O:16])([O-:12])=[O:11].Cl.CN(C)CCCN=C=NCC, predict the reaction product. The product is: [CH3:1][O:2][C:3]1[CH:9]=[CH:8][C:6]([NH:7][C:15](=[O:16])[C:14]2[CH:18]=[C:19]([CH3:22])[CH:20]=[CH:21][C:13]=2[N+:10]([O-:12])=[O:11])=[CH:5][CH:4]=1. (2) The product is: [CH2:1]([C:8]1[CH:9]=[N:10][C:11]([N:22]2[C@H:15]3[CH2:21][CH2:20][C@@H:19]2[CH2:18][N:17]([C:23]([O:25][C:26]([CH3:29])([CH3:28])[CH3:27])=[O:24])[CH2:16]3)=[N:12][CH:13]=1)[C:2]1[CH:7]=[CH:6][CH:5]=[CH:4][CH:3]=1. Given the reactants [CH2:1]([C:8]1[CH:9]=[N:10][C:11](Cl)=[N:12][CH:13]=1)[C:2]1[CH:7]=[CH:6][CH:5]=[CH:4][CH:3]=1.[C@@H:15]12[NH:22][C@@H:19]([CH2:20][CH2:21]1)[CH2:18][N:17]([C:23]([O:25][C:26]([CH3:29])([CH3:28])[CH3:27])=[O:24])[CH2:16]2.C(N(CC)CC)C, predict the reaction product. (3) The product is: [NH2:14][C:7]1[C:8]([O:12][CH3:13])=[C:9]([NH:11][S:23]([N:22]([CH3:27])[CH3:21])(=[O:25])=[O:24])[CH:10]=[C:5]([C:1]([CH3:4])([CH3:2])[CH3:3])[CH:6]=1. Given the reactants [C:1]([C:5]1[CH:6]=[C:7]([NH2:14])[C:8]([O:12][CH3:13])=[C:9]([NH2:11])[CH:10]=1)([CH3:4])([CH3:3])[CH3:2].N1C=CC=CC=1.[CH3:21][N:22]([CH3:27])[S:23](Cl)(=[O:25])=[O:24], predict the reaction product. (4) Given the reactants Cl[C:2]1[C:11]2[C:6](=[CH:7][CH:8]=[C:9]3[S:14](=[O:16])(=[O:15])[CH2:13][CH2:12][C:10]3=2)[N:5]=[CH:4][C:3]=1[C:17]([O:19][CH2:20][CH3:21])=[O:18].[NH2:22][CH2:23][CH2:24][CH2:25][OH:26], predict the reaction product. The product is: [OH:26][CH2:25][CH2:24][CH2:23][NH:22][C:2]1[C:11]2[C:6](=[CH:7][CH:8]=[C:9]3[S:14](=[O:16])(=[O:15])[CH2:13][CH2:12][C:10]3=2)[N:5]=[CH:4][C:3]=1[C:17]([O:19][CH2:20][CH3:21])=[O:18].